Task: Predict the product of the given reaction.. Dataset: Forward reaction prediction with 1.9M reactions from USPTO patents (1976-2016) (1) The product is: [F:22][C:21]1[CH:20]=[C:19]2[C:14]([CH2:15][CH2:16][C:17](=[O:24])[N:18]2[CH3:23])=[CH:13][C:12]=1[C:8]1[CH:7]=[C:6]([O:5][CH2:4][CH2:3][NH:2][C:31]([C:30]2[C:26]([CH3:25])=[N:27][O:28][C:29]=2[CH3:34])=[O:32])[CH:11]=[N:10][CH:9]=1. Given the reactants Cl.[NH2:2][CH2:3][CH2:4][O:5][C:6]1[CH:7]=[C:8]([C:12]2[CH:13]=[C:14]3[C:19](=[CH:20][C:21]=2[F:22])[N:18]([CH3:23])[C:17](=[O:24])[CH2:16][CH2:15]3)[CH:9]=[N:10][CH:11]=1.[CH3:25][C:26]1[C:30]([C:31](O)=[O:32])=[C:29]([CH3:34])[O:28][N:27]=1, predict the reaction product. (2) Given the reactants BrC1C([C@@H](NC(=O)CN2C3C(F)(F)CCC(F)(F)C=3C(C(F)F)=N2)CC2C=C(F)C=C(F)C=2)=NC=C(Br)C=1.[NH2:39][C@H:40]([C:50]1[C:55]([C:56]2[CH:57]=[CH:58][C:59]([Cl:71])=[C:60]3[C:64]=2[N:63]([CH3:65])[N:62]=[C:61]3[NH:66][S:67]([CH3:70])(=[O:69])=[O:68])=[CH:54][CH:53]=[C:52]([C:72]#[C:73][C:74]([OH:77])([CH3:76])[CH3:75])[N:51]=1)[CH2:41][C:42]1[CH:47]=[C:46]([F:48])[CH:45]=[C:44]([F:49])[CH:43]=1.[F:78][C:79]1[CH:80]=[C:81]2[C:85](=[CH:86][CH:87]=1)[NH:84][CH:83]=[C:82]2[CH2:88][C:89](O)=[O:90], predict the reaction product. The product is: [Cl:71][C:59]1[CH:58]=[CH:57][C:56]([C:55]2[C:50]([C@@H:40]([NH:39][C:89](=[O:90])[CH2:88][C:82]3[C:81]4[C:85](=[CH:86][CH:87]=[C:79]([F:78])[CH:80]=4)[NH:84][CH:83]=3)[CH2:41][C:42]3[CH:47]=[C:46]([F:48])[CH:45]=[C:44]([F:49])[CH:43]=3)=[N:51][C:52]([C:72]#[C:73][C:74]([OH:77])([CH3:75])[CH3:76])=[CH:53][CH:54]=2)=[C:64]2[C:60]=1[C:61]([NH:66][S:67]([CH3:70])(=[O:68])=[O:69])=[N:62][N:63]2[CH3:65]. (3) Given the reactants NCC1C=NC=CC=1.C(I)CCCC.[N:15]1[CH:20]=[CH:19][CH:18]=[C:17]([CH2:21][NH:22][CH2:23][CH2:24][CH2:25][CH2:26][CH3:27])[CH:16]=1.Cl[C:29]([O:31][CH3:32])=[O:30], predict the reaction product. The product is: [CH2:23]([N:22]([CH2:21][C:17]1[CH:16]=[N:15][CH:20]=[CH:19][CH:18]=1)[C:29](=[O:30])[O:31][CH3:32])[CH2:24][CH2:25][CH2:26][CH3:27]. (4) Given the reactants C(O[C:6]([N:8](C)[C@@H:9](CC(C)(C)C)[C:10](O)=[O:11])=O)(C)(C)C.[F:19][C:20]([F:37])([F:36])[C:21]1[CH:26]=[CH:25][C:24]([N:27]2[CH2:31][C@@H:30]3[C@@H:32]([NH2:35])[CH2:33][CH2:34][C@@H:29]3[CH2:28]2)=[CH:23][CH:22]=1.FC(F)(F)C1N=C(N2C[C@@H]3[C@@H](N)CC[C@@H]3C2)C=CC=1, predict the reaction product. The product is: [CH3:6][NH:8][CH2:9][C:10]([NH:35][C@@H:32]1[C@@H:30]2[C@@H:29]([CH2:28][N:27]([C:24]3[CH:23]=[CH:22][C:21]([C:20]([F:19])([F:36])[F:37])=[CH:26][CH:25]=3)[CH2:31]2)[CH2:34][CH2:33]1)=[O:11].